Dataset: Reaction yield outcomes from USPTO patents with 853,638 reactions. Task: Predict the reaction yield, written as a fraction of the theoretical maximum amount of product (1.0 means a 100% yield; for example, 0.34 means a 34% yield). (1) The reactants are [CH3:1][O:2][C:3]([C:5]1[C:13]([NH:14][C:15]2[CH:20]=[CH:19][CH:18]=[CH:17][CH:16]=2)=[C:12]([F:21])[C:8]2[N:9]=[CH:10][NH:11][C:7]=2[CH:6]=1)=[O:4].[Br:22]N1C(=O)CCC1=O. The catalyst is CN(C)C=O. The product is [CH3:1][O:2][C:3]([C:5]1[C:13]([NH:14][C:15]2[CH:16]=[CH:17][C:18]([Br:22])=[CH:19][CH:20]=2)=[C:12]([F:21])[C:8]2[N:9]=[CH:10][NH:11][C:7]=2[CH:6]=1)=[O:4]. The yield is 1.00. (2) The reactants are C(OC(=O)[N:7]([O:16][CH2:17][CH2:18][CH2:19][N:20]([CH2:35][C:36]1[CH:41]=[CH:40][CH:39]=[C:38]([C:42]([F:45])([F:44])[F:43])[C:37]=1[Cl:46])[CH2:21][CH:22]([C:29]1[CH:34]=[CH:33][CH:32]=[CH:31][CH:30]=1)[C:23]1[CH:28]=[CH:27][CH:26]=[CH:25][CH:24]=1)[C:8]1[CH:13]=[CH:12][C:11]([O:14][CH3:15])=[CH:10][CH:9]=1)(C)(C)C.C(O)(C(F)(F)F)=O.C([O-])(O)=O.[Na+]. The catalyst is C(Cl)Cl. The product is [Cl:46][C:37]1[C:38]([C:42]([F:43])([F:44])[F:45])=[CH:39][CH:40]=[CH:41][C:36]=1[CH2:35][N:20]([CH2:21][CH:22]([C:23]1[CH:24]=[CH:25][CH:26]=[CH:27][CH:28]=1)[C:29]1[CH:34]=[CH:33][CH:32]=[CH:31][CH:30]=1)[CH2:19][CH2:18][CH2:17][O:16][NH:7][C:8]1[CH:9]=[CH:10][C:11]([O:14][CH3:15])=[CH:12][CH:13]=1. The yield is 0.700.